Dataset: Reaction yield outcomes from USPTO patents with 853,638 reactions. Task: Predict the reaction yield, written as a fraction of the theoretical maximum amount of product (1.0 means a 100% yield; for example, 0.34 means a 34% yield). The reactants are [CH3:1][C:2]1[C:6]2[C:7](=[O:19])[N:8]([CH2:12][CH2:13][N:14]3[CH2:18][CH2:17][CH2:16][CH2:15]3)[CH2:9][CH2:10][CH2:11][C:5]=2[NH:4][C:3]=1[CH:20]=O.[O:22]=[C:23]1[CH2:31][C:30]2[C:25](=[CH:26][CH:27]=[C:28]([NH:32][C:33](=[O:35])[CH3:34])[CH:29]=2)[NH:24]1. No catalyst specified. The product is [CH3:1][C:2]1[C:6]2[C:7](=[O:19])[N:8]([CH2:12][CH2:13][N:14]3[CH2:15][CH2:16][CH2:17][CH2:18]3)[CH2:9][CH2:10][CH2:11][C:5]=2[NH:4][C:3]=1[CH:20]=[C:31]1[C:30]2[C:25](=[CH:26][CH:27]=[C:28]([NH:32][C:33](=[O:35])[CH3:34])[CH:29]=2)[NH:24][C:23]1=[O:22]. The yield is 0.800.